This data is from Catalyst prediction with 721,799 reactions and 888 catalyst types from USPTO. The task is: Predict which catalyst facilitates the given reaction. (1) Reactant: C[O:2][C:3]1[CH:4]=[CH:5][C:6]2[O:11][CH2:10][C:9](=[O:12])[N:8]([CH2:13][CH2:14][N:15]3[CH2:20][CH2:19][CH:18]([NH:21][CH2:22][C:23]4[CH:24]=[CH:25][C:26]5[O:27][CH2:28][C:29](=[O:33])[NH:30][C:31]=5[N:32]=4)[CH2:17][CH2:16]3)[C:7]=2[CH:34]=1.B(Br)(Br)Br. Product: [OH:2][C:3]1[CH:4]=[CH:5][C:6]2[O:11][CH2:10][C:9](=[O:12])[N:8]([CH2:13][CH2:14][N:15]3[CH2:20][CH2:19][CH:18]([NH:21][CH2:22][C:23]4[CH:24]=[CH:25][C:26]5[O:27][CH2:28][C:29](=[O:33])[NH:30][C:31]=5[N:32]=4)[CH2:17][CH2:16]3)[C:7]=2[CH:34]=1. The catalyst class is: 4. (2) Reactant: [F:1][C:2]1[CH:7]=[CH:6][C:5]([C:8]2[O:9][C:10]3[CH:20]=[C:19]([N:21]([CH3:26])[S:22]([CH3:25])(=[O:24])=[O:23])[C:18](B4OC(C)(C)C(C)(C)O4)=[CH:17][C:11]=3[C:12]=2[C:13]([NH:15][CH3:16])=[O:14])=[CH:4][CH:3]=1.Br[C:37]1[CH:38]=[C:39]([C:45]2[O:46][C:47]3[CH:53]=[CH:52][CH:51]=[C:50]([F:54])[C:48]=3[N:49]=2)[C:40]([O:43][CH3:44])=[N:41][CH:42]=1.[O-]P([O-])([O-])=O.[K+].[K+].[K+]. Product: [F:54][C:50]1[C:48]2[N:49]=[C:45]([C:39]3[CH:38]=[C:37]([C:18]4[C:19]([N:21]([CH3:26])[S:22]([CH3:25])(=[O:23])=[O:24])=[CH:20][C:10]5[O:9][C:8]([C:5]6[CH:6]=[CH:7][C:2]([F:1])=[CH:3][CH:4]=6)=[C:12]([C:13]([NH:15][CH3:16])=[O:14])[C:11]=5[CH:17]=4)[CH:42]=[N:41][C:40]=3[O:43][CH3:44])[O:46][C:47]=2[CH:53]=[CH:52][CH:51]=1. The catalyst class is: 151. (3) The catalyst class is: 3. Reactant: CN(C(ON1N=NC2C=CC=NC1=2)=[N+](C)C)C.F[P-](F)(F)(F)(F)F.Cl.Cl.[NH:27]1[CH2:32][CH:31]=[C:30]([C:33]2[CH:34]=[CH:35][C:36]([CH2:39][C@@H:40]([C:52]([O:54]C)=[O:53])[NH:41][C:42](=[O:51])[C:43]3[C:48]([Cl:49])=[CH:47][CH:46]=[CH:45][C:44]=3[Cl:50])=[N:37][CH:38]=2)[CH2:29][CH2:28]1.[OH:56][C:57]1([C:60](O)=[O:61])[CH2:59][CH2:58]1.C(N(CC)CC)C. Product: [Cl:49][C:48]1[CH:47]=[CH:46][CH:45]=[C:44]([Cl:50])[C:43]=1[C:42]([NH:41][C@H:40]([C:52]([OH:54])=[O:53])[CH2:39][C:36]1[N:37]=[CH:38][C:33]([C:30]2[CH2:29][CH2:28][N:27]([C:60]([C:57]3([OH:56])[CH2:59][CH2:58]3)=[O:61])[CH2:32][CH:31]=2)=[CH:34][CH:35]=1)=[O:51]. (4) Reactant: [OH-].[Na+].C([O:6][CH2:7][CH:8]1[CH2:17][C:16]2[C:11](=[C:12]3[CH2:22][C:21]([CH3:24])([CH3:23])[O:20][C:13]3=[C:14]([O:18][CH3:19])[CH:15]=2)[C:10]([C:25]2[CH:30]=[CH:29][CH:28]=[CH:27][CH:26]=2)=[N:9]1)(=O)C.O. Product: [CH3:19][O:18][C:14]1[CH:15]=[C:16]2[C:11](=[C:12]3[CH2:22][C:21]([CH3:24])([CH3:23])[O:20][C:13]=13)[C:10]([C:25]1[CH:30]=[CH:29][CH:28]=[CH:27][CH:26]=1)=[N:9][CH:8]([CH2:7][OH:6])[CH2:17]2. The catalyst class is: 111. (5) Reactant: [NH2:1][C:2]([CH3:13])([CH3:12])[CH2:3][NH:4][C:5](=[O:11])[O:6][C:7]([CH3:10])([CH3:9])[CH3:8].C(N(CC)CC)C.[CH3:21][S:22](O[S:22]([CH3:21])(=[O:24])=[O:23])(=[O:24])=[O:23]. Product: [CH3:12][C:2]([NH:1][S:22]([CH3:21])(=[O:24])=[O:23])([CH3:13])[CH2:3][NH:4][C:5](=[O:11])[O:6][C:7]([CH3:8])([CH3:10])[CH3:9]. The catalyst class is: 4. (6) Reactant: [C:1]([O:5][C:6]([N:8]1[CH2:13][CH2:12][CH:11]([N:14]2[C@H:18]([C:19]3[CH:24]=[CH:23][CH:22]=[CH:21][CH:20]=3)[CH2:17][NH:16][C:15]2=[O:25])[CH2:10][CH2:9]1)=[O:7])([CH3:4])([CH3:3])[CH3:2].[H-].[Na+].[C:28](Cl)(=[O:30])[CH3:29]. Product: [C:1]([O:5][C:6]([N:8]1[CH2:9][CH2:10][CH:11]([N:14]2[C@H:18]([C:19]3[CH:20]=[CH:21][CH:22]=[CH:23][CH:24]=3)[CH2:17][N:16]([C:28](=[O:30])[CH3:29])[C:15]2=[O:25])[CH2:12][CH2:13]1)=[O:7])([CH3:4])([CH3:2])[CH3:3]. The catalyst class is: 1.